This data is from Full USPTO retrosynthesis dataset with 1.9M reactions from patents (1976-2016). The task is: Predict the reactants needed to synthesize the given product. (1) Given the product [Cl:1][C:2]1[CH:3]=[C:4]([C:20]#[C:21][CH2:22][CH2:23][CH2:24][CH2:25][CH3:26])[CH:5]=[C:6]([F:8])[CH:7]=1, predict the reactants needed to synthesize it. The reactants are: [Cl:1][C:2]1[CH:3]=[C:4](OS(C2C=CC(C)=CC=2)(=O)=O)[CH:5]=[C:6]([F:8])[CH:7]=1.[CH:20]#[C:21][CH2:22][CH2:23][CH2:24][CH2:25][CH3:26]. (2) Given the product [S:2]1[C:6]2[CH:7]=[CH:8][CH:9]=[CH:10][C:5]=2[CH:4]=[C:3]1[C:11]([NH:13][C:14]1([C:20]([NH:22][CH:23]2[CH2:28][CH2:27][N:26]([C:34]3[CH:33]=[CH:32][CH:31]=[CH:36][C:35]=3[CH3:37])[CH2:25][C:24]2=[O:29])=[O:21])[CH2:19][CH2:18][CH2:17][CH2:16][CH2:15]1)=[O:12], predict the reactants needed to synthesize it. The reactants are: Cl.[S:2]1[C:6]2[CH:7]=[CH:8][CH:9]=[CH:10][C:5]=2[CH:4]=[C:3]1[C:11]([NH:13][C:14]1([C:20]([NH:22][CH:23]2[CH2:28][CH2:27][NH:26][CH2:25][CH:24]2[OH:29])=[O:21])[CH2:19][CH2:18][CH2:17][CH2:16][CH2:15]1)=[O:12].Br[C:31]1[CH:36]=[C:35]([C:37](F)(F)F)[CH:34]=[CH:33][C:32]=1Cl. (3) Given the product [CH:45]1([NH:47][C:20]([C:15]2[C:16]3[C:17]4[N:18]=[CH:19][C:7]([C:6]5[N:2]([CH3:1])[N:3]=[N:4][C:5]=5[CH3:36])=[CH:8][C:9]=4[N:10]([C@@H:23]([CH:24]4[CH2:29][CH2:28][O:27][CH2:26][CH2:25]4)[C:30]4[CH:31]=[CH:32][CH:33]=[CH:34][CH:35]=4)[C:11]=3[CH:12]=[CH:13][CH:14]=2)=[O:22])[CH2:46][CH2:44]1, predict the reactants needed to synthesize it. The reactants are: [CH3:1][N:2]1[C:6]([C:7]2[CH:19]=[N:18][C:17]3[C:16]4[C:15]([C:20]([OH:22])=O)=[CH:14][CH:13]=[CH:12][C:11]=4[N:10]([C@H:23]([C:30]4[CH:35]=[CH:34][CH:33]=[CH:32][CH:31]=4)[CH:24]4[CH2:29][CH2:28][O:27][CH2:26][CH2:25]4)[C:9]=3[CH:8]=2)=[C:5]([CH3:36])[N:4]=[N:3]1.C(Cl)CCl.C1C=C[C:44]2N(O)N=[N:47][C:45]=2[CH:46]=1.C1(N)CC1. (4) Given the product [CH:1]1([CH2:7][CH:8]2[O:12][C:11](=[O:13])[C:10]([CH:15]([C:16]3[CH:21]=[CH:20][CH:19]=[CH:18][CH:17]=3)[C:29]3[NH:30][C:31]4[C:27]([C:28]=3[CH2:33][CH2:34][NH:35][C:36](=[O:38])[CH3:37])=[CH:26][CH:25]=[C:24]([F:23])[CH:32]=4)=[C:9]2[OH:14])[CH2:2][CH2:3][CH2:4][CH2:5][CH2:6]1, predict the reactants needed to synthesize it. The reactants are: [CH:1]1([CH2:7][CH:8]2[O:12][C:11](=[O:13])[CH:10]=[C:9]2[OH:14])[CH2:6][CH2:5][CH2:4][CH2:3][CH2:2]1.[CH:15](=O)[C:16]1[CH:21]=[CH:20][CH:19]=[CH:18][CH:17]=1.[F:23][C:24]1[CH:32]=[C:31]2[C:27]([C:28]([CH2:33][CH2:34][NH:35][C:36](=[O:38])[CH3:37])=[CH:29][NH:30]2)=[CH:26][CH:25]=1. (5) Given the product [Br:1][C:2]1[CH:7]=[C:6]([C:8]2[N:20]3[CH:21]=[C:22]([Cl:25])[CH:23]=[CH:24][C:19]3=[N:18][C:9]=2[C:11]2[CH:16]=[CH:15][CH:14]=[C:13]([CH3:17])[N:12]=2)[CH:5]=[CH:4][N:3]=1, predict the reactants needed to synthesize it. The reactants are: [Br:1][C:2]1[CH:7]=[C:6]([CH2:8][C:9]([C:11]2[CH:16]=[CH:15][CH:14]=[C:13]([CH3:17])[N:12]=2)=O)[CH:5]=[CH:4][N:3]=1.[NH2:18][C:19]1[CH:24]=[CH:23][C:22]([Cl:25])=[CH:21][N:20]=1. (6) Given the product [CH2:43]([N:9]1[C:10]2[C:15](=[C:14]([CH2:16][N:17]3[C:23](=[O:24])[C@@H:22]([NH:25][C:26](=[O:38])[C@@H:27]([NH:29][CH3:30])[CH3:28])[CH2:21][O:20][C:19]4[CH:39]=[CH:40][CH:41]=[CH:42][C:18]3=4)[CH:13]=[CH:12][CH:11]=2)[CH2:7][C:8]1=[O:2])[CH3:44], predict the reactants needed to synthesize it. The reactants are: P(=O)(O)(O)[OH:2].Cl[C:7]1[C:15]2[C:10](=[CH:11][CH:12]=[CH:13][C:14]=2[CH2:16][N:17]2[C:23](=[O:24])[C@@H:22]([NH:25][C:26](=[O:38])[C@@H:27]([N:29](C)[C:30](=O)OC(C)(C)C)[CH3:28])[CH2:21][O:20][C:19]3[CH:39]=[CH:40][CH:41]=[CH:42][C:18]2=3)[N:9]([CH2:43][CH3:44])[CH:8]=1.